Dataset: Reaction yield outcomes from USPTO patents with 853,638 reactions. Task: Predict the reaction yield, written as a fraction of the theoretical maximum amount of product (1.0 means a 100% yield; for example, 0.34 means a 34% yield). (1) The catalyst is C(Cl)Cl. The product is [Cl:1][C:2]1[C:3]([C:15]2[C:23]3[C:18](=[CH:19][CH:20]=[CH:21][CH:22]=3)[N:17]([S:24]([C:27]3[CH:32]=[CH:31][CH:30]=[CH:29][CH:28]=3)(=[O:26])=[O:25])[CH:16]=2)=[N:4][C:5]([NH:8][CH:9]2[CH2:10][CH2:11][N:12]([C:41]([C:40]3[CH:44]=[CH:45][C:37]([NH:36][C:33](=[O:35])[CH3:34])=[CH:38][C:39]=3[CH3:46])=[O:42])[CH2:13][CH2:14]2)=[N:6][CH:7]=1. The reactants are [Cl:1][C:2]1[C:3]([C:15]2[C:23]3[C:18](=[CH:19][CH:20]=[CH:21][CH:22]=3)[N:17]([S:24]([C:27]3[CH:32]=[CH:31][CH:30]=[CH:29][CH:28]=3)(=[O:26])=[O:25])[CH:16]=2)=[N:4][C:5]([NH:8][CH:9]2[CH2:14][CH2:13][NH:12][CH2:11][CH2:10]2)=[N:6][CH:7]=1.[C:33]([NH:36][C:37]1[CH:45]=[CH:44][C:40]([C:41](O)=[O:42])=[C:39]([CH3:46])[CH:38]=1)(=[O:35])[CH3:34].CN(C(ON1N=NC2C=CC=CC1=2)=[N+](C)C)C.F[P-](F)(F)(F)(F)F.CCN(C(C)C)C(C)C. The yield is 0.830. (2) The reactants are [C:1]([O:5][C:6](=[O:25])[N:7]([CH:9]1[CH2:14][CH2:13][CH2:12][CH:11]([C:15]2[C:23]3[C:18](=[CH:19][CH:20]=[C:21]([NH2:24])[CH:22]=3)[NH:17][CH:16]=2)[CH2:10]1)[CH3:8])([CH3:4])([CH3:3])[CH3:2].I.[S:27]1[CH:31]=[CH:30][CH:29]=[C:28]1[C:32](SC)=[NH:33]. The catalyst is CCO. The product is [CH3:8][N:7]([CH:9]1[CH2:14][CH2:13][CH2:12][CH:11]([C:15]2[C:23]3[C:18](=[CH:19][CH:20]=[C:21]([NH:24][C:32]([C:28]4[S:27][CH:31]=[CH:30][CH:29]=4)=[NH:33])[CH:22]=3)[NH:17][CH:16]=2)[CH2:10]1)[C:6](=[O:25])[O:5][C:1]([CH3:4])([CH3:2])[CH3:3]. The yield is 0.750. (3) The reactants are C(OC(=O)[NH:7][CH2:8][CH2:9][N:10]([C:40]1[CH:45]=[C:44]([CH3:46])[CH:43]=[C:42]([CH3:47])[CH:41]=1)[CH2:11][C:12]1[CH:39]=[CH:38][C:15]2[N:16]=[C:17]([NH:28][CH2:29][CH2:30][CH2:31][N:32]3[CH2:37][CH2:36][O:35][CH2:34][CH2:33]3)[N:18]([CH2:19][C:20]3[C:25]([OH:26])=[CH:24][CH:23]=[C:22]([CH3:27])[N:21]=3)[C:14]=2[CH:13]=1)(C)(C)C.Cl. The catalyst is O.O1CCCC1. The product is [NH2:7][CH2:8][CH2:9][N:10]([CH2:11][C:12]1[CH:39]=[CH:38][C:15]2[N:16]=[C:17]([NH:28][CH2:29][CH2:30][CH2:31][N:32]3[CH2:37][CH2:36][O:35][CH2:34][CH2:33]3)[N:18]([CH2:19][C:20]3[C:25]([OH:26])=[CH:24][CH:23]=[C:22]([CH3:27])[N:21]=3)[C:14]=2[CH:13]=1)[C:40]1[CH:41]=[C:42]([CH3:47])[CH:43]=[C:44]([CH3:46])[CH:45]=1. The yield is 0.440. (4) The catalyst is O1CCCC1.O. The yield is 0.962. The reactants are [C:1]([O:5][C:6]([NH:8][CH2:9][C:10]1[N:11]([CH2:37][CH:38]([CH3:40])[CH3:39])[C:12](=[O:36])[C:13]2[C:18]([C:19]=1[C:20]1[CH:25]=[CH:24][CH:23]=[CH:22][CH:21]=1)=[CH:17][C:16]([C:26]1[S:27][CH:28]=[C:29]([C:31]([O:33]CC)=[O:32])[N:30]=1)=[CH:15][CH:14]=2)=[O:7])([CH3:4])([CH3:3])[CH3:2].C(O)C.[OH-].[Na+].Cl. The product is [C:1]([O:5][C:6]([NH:8][CH2:9][C:10]1[N:11]([CH2:37][CH:38]([CH3:40])[CH3:39])[C:12](=[O:36])[C:13]2[C:18]([C:19]=1[C:20]1[CH:25]=[CH:24][CH:23]=[CH:22][CH:21]=1)=[CH:17][C:16]([C:26]1[S:27][CH:28]=[C:29]([C:31]([OH:33])=[O:32])[N:30]=1)=[CH:15][CH:14]=2)=[O:7])([CH3:4])([CH3:3])[CH3:2]. (5) The reactants are [O:1]1[CH2:6][CH2:5][N:4]([C:7]2[C:8]3[S:21][C:20]([C:22]([OH:24])=O)=[CH:19][C:9]=3[N:10]=[C:11](C3C=NC=CC=3)[N:12]=2)[CH2:3][CH2:2]1.ON1C2N=CC=CC=2N=N1.F[P-](F)(F)(F)(F)F.C[N+](C)=C(N(C)C)O.C(N(CC)C(C)C)(C)C.[Cl-:59].[NH4+:60]. The catalyst is CN(C=O)C.CCOC(C)=O. The product is [Cl:59][C:11]1[N:12]=[C:7]([N:4]2[CH2:5][CH2:6][O:1][CH2:2][CH2:3]2)[C:8]2[S:21][C:20]([C:22]([NH2:60])=[O:24])=[CH:19][C:9]=2[N:10]=1. The yield is 0.810. (6) The reactants are [Cl:1][C:2]1[C:11]2[C:6](=[CH:7][C:8]([O:14][CH3:15])=[C:9]([O:12][CH3:13])[CH:10]=2)[N:5]=[CH:4][CH:3]=1.[OH:16][C:17]1[CH:30]=[CH:29][CH:28]=[CH:27][C:18]=1[C:19]([C:21]1[CH:26]=[CH:25][CH:24]=[CH:23][CH:22]=1)=[O:20].[OH-].[Na+]. The catalyst is C(Cl)(Cl)Cl. The product is [ClH:1].[CH3:13][O:12][C:9]1[CH:10]=[C:11]2[C:6](=[CH:7][C:8]=1[O:14][CH3:15])[N:5]=[CH:4][CH:3]=[C:2]2[O:16][C:17]1[CH:30]=[CH:29][CH:28]=[CH:27][C:18]=1[C:19]([C:21]1[CH:22]=[CH:23][CH:24]=[CH:25][CH:26]=1)=[O:20]. The yield is 0.100.